This data is from Forward reaction prediction with 1.9M reactions from USPTO patents (1976-2016). The task is: Predict the product of the given reaction. (1) Given the reactants [CH2:1]([O:8][N:9]([CH2:12][C:13]1(C(O)=O)[CH2:18][C@H:17]([CH3:19])[CH2:16][C@H:15]([CH3:20])[CH2:14]1)[CH:10]=[O:11])[C:2]1[CH:7]=[CH:6][CH:5]=[CH:4][CH:3]=1.[NH:24]([C:26]1[N:31]=[C:30]([C:32]([F:35])([F:34])[F:33])[CH:29]=[CH:28][N:27]=1)[NH2:25].CN1CC[O:40][CH2:39]C1.C1C=NC2N(O)N=NC=2C=1.Cl.CN(C)CCCN=C=NCC, predict the reaction product. The product is: [CH2:1]([O:8][N:9]([CH:12]([C:39]([NH:25][NH:24][C:26]1[N:31]=[C:30]([C:32]([F:35])([F:34])[F:33])[CH:29]=[CH:28][N:27]=1)=[O:40])[CH:13]1[CH2:14][C@H:15]([CH3:20])[CH2:16][C@H:17]([CH3:19])[CH2:18]1)[CH:10]=[O:11])[C:2]1[CH:3]=[CH:4][CH:5]=[CH:6][CH:7]=1. (2) Given the reactants C([O:5][C:6](=[O:45])[CH2:7][CH2:8][N:9](C(OC(C)(C)C)=O)[CH2:10][C:11](=[O:37])[N:12]1[C:20]2[C:15](=[CH:16][C:17]([O:21][CH2:22][C:23]3[CH:28]=[CH:27][C:26]([CH2:29][CH:30]([CH3:32])[CH3:31])=[CH:25][C:24]=3[C:33]([F:36])([F:35])[F:34])=[CH:18][CH:19]=2)[CH2:14][CH2:13]1)(C)(C)C.[ClH:46].O1CCOCC1, predict the reaction product. The product is: [ClH:46].[O:37]=[C:11]([N:12]1[C:20]2[C:15](=[CH:16][C:17]([O:21][CH2:22][C:23]3[CH:28]=[CH:27][C:26]([CH2:29][CH:30]([CH3:32])[CH3:31])=[CH:25][C:24]=3[C:33]([F:36])([F:34])[F:35])=[CH:18][CH:19]=2)[CH2:14][CH2:13]1)[CH2:10][NH:9][CH2:8][CH2:7][C:6]([OH:45])=[O:5]. (3) Given the reactants [C:1]([O:5][C:6]([N:8]([CH3:31])[C:9]1[CH:14]=[CH:13][CH:12]=[CH:11][C:10]=1[C:15]1[CH:27]=[CH:26][C:18]([C:19]([O:21][C:22]([CH3:25])([CH3:24])[CH3:23])=[O:20])=[C:17]([N+:28]([O-])=O)[CH:16]=1)=[O:7])([CH3:4])([CH3:3])[CH3:2], predict the reaction product. The product is: [NH2:28][C:17]1[CH:16]=[C:15]([C:10]2[CH:11]=[CH:12][CH:13]=[CH:14][C:9]=2[N:8]([C:6]([O:5][C:1]([CH3:4])([CH3:3])[CH3:2])=[O:7])[CH3:31])[CH:27]=[CH:26][C:18]=1[C:19]([O:21][C:22]([CH3:25])([CH3:24])[CH3:23])=[O:20]. (4) Given the reactants [F:1][C:2]1[CH:3]=[C:4]([CH:34]=[CH:35][C:36]=1[F:37])[CH2:5][C:6]1([C:29]([O:31]CC)=O)[CH2:11][CH2:10][CH2:9][N:8]2[C:12]([C:15]3[CH:20]=[CH:19][C:18]([C:21]4[O:25][C:24]([CH3:26])=[N:23][CH:22]=4)=[C:17]([O:27][CH3:28])[CH:16]=3)=[N:13][N:14]=[C:7]12.C([NH2:40])=O.C[O-].[Na+].[Cl-].[NH4+], predict the reaction product. The product is: [F:1][C:2]1[CH:3]=[C:4]([CH:34]=[CH:35][C:36]=1[F:37])[CH2:5][C:6]1([C:29]([NH2:40])=[O:31])[CH2:11][CH2:10][CH2:9][N:8]2[C:12]([C:15]3[CH:20]=[CH:19][C:18]([C:21]4[O:25][C:24]([CH3:26])=[N:23][CH:22]=4)=[C:17]([O:27][CH3:28])[CH:16]=3)=[N:13][N:14]=[C:7]12. (5) Given the reactants [OH-].[Na+].C[O:4][C:5](=[O:39])[CH2:6][C:7]1[CH:12]=[CH:11][CH:10]=[CH:9][C:8]=1[C:13]1[CH:18]=[CH:17][C:16]([C:19]([CH2:37][CH3:38])([C:22]2[CH:27]=[CH:26][C:25](/[CH:28]=[CH:29]/[C:30]([CH2:34][CH3:35])([OH:33])[CH2:31][CH3:32])=[C:24]([CH3:36])[CH:23]=2)[CH2:20][CH3:21])=[CH:15][CH:14]=1, predict the reaction product. The product is: [CH2:20]([C:19]([C:16]1[CH:15]=[CH:14][C:13]([C:8]2[CH:9]=[CH:10][CH:11]=[CH:12][C:7]=2[CH2:6][C:5]([OH:39])=[O:4])=[CH:18][CH:17]=1)([C:22]1[CH:27]=[CH:26][C:25](/[CH:28]=[CH:29]/[C:30]([CH2:31][CH3:32])([OH:33])[CH2:34][CH3:35])=[C:24]([CH3:36])[CH:23]=1)[CH2:37][CH3:38])[CH3:21]. (6) Given the reactants [Cl:1][C:2]1[CH:3]=[CH:4][C:5]([F:37])=[C:6]([NH:8][C:9]2[N:14]3[N:15]=[CH:16][C:17]([S:18]([NH2:21])(=[O:20])=[O:19])=[C:13]3[N:12]=[CH:11][C:10]=2[C:22]([N:24]2[CH2:29][CH2:28][CH:27]([C:30]3[CH:35]=[CH:34][C:33]([F:36])=[CH:32][CH:31]=3)[CH2:26][CH2:25]2)=[O:23])[CH:7]=1.[C:38](O)(=[O:40])[CH3:39], predict the reaction product. The product is: [Cl:1][C:2]1[CH:3]=[CH:4][C:5]([F:37])=[C:6]([NH:8][C:9]2[N:14]3[N:15]=[CH:16][C:17]([S:18]([NH:21][C:38](=[O:40])[CH3:39])(=[O:19])=[O:20])=[C:13]3[N:12]=[CH:11][C:10]=2[C:22]([N:24]2[CH2:25][CH2:26][CH:27]([C:30]3[CH:31]=[CH:32][C:33]([F:36])=[CH:34][CH:35]=3)[CH2:28][CH2:29]2)=[O:23])[CH:7]=1. (7) Given the reactants CC([O-])(C)C.[K+].[CH3:7][C:8]1[CH:13]=[CH:12][C:11]([CH2:14][C:15]([O:17][C:18]([CH3:21])([CH3:20])[CH3:19])=[O:16])=[CH:10][CH:9]=1.[CH:22]1(Br)[CH2:26][CH2:25][CH2:24][CH2:23]1, predict the reaction product. The product is: [CH:22]1([CH:14]([C:11]2[CH:10]=[CH:9][C:8]([CH3:7])=[CH:13][CH:12]=2)[C:15]([O:17][C:18]([CH3:21])([CH3:20])[CH3:19])=[O:16])[CH2:26][CH2:25][CH2:24][CH2:23]1.